From a dataset of Forward reaction prediction with 1.9M reactions from USPTO patents (1976-2016). Predict the product of the given reaction. (1) The product is: [CH3:1][O:2][C:3](=[O:27])[C:4]1[CH:9]=[CH:8][C:7]([CH2:10][CH:11]([C:24]([Cl:30])=[O:25])[C:12]2[CH:17]=[CH:16][C:15]([CH:18]3[CH2:23][CH2:22][CH2:21][CH2:20][CH2:19]3)=[CH:14][CH:13]=2)=[CH:6][CH:5]=1. Given the reactants [CH3:1][O:2][C:3](=[O:27])[C:4]1[CH:9]=[CH:8][C:7]([CH2:10][CH:11]([C:24](O)=[O:25])[C:12]2[CH:17]=[CH:16][C:15]([CH:18]3[CH2:23][CH2:22][CH2:21][CH2:20][CH2:19]3)=[CH:14][CH:13]=2)=[CH:6][CH:5]=1.S(Cl)([Cl:30])=O, predict the reaction product. (2) Given the reactants [Cl:1][C:2]1[CH:26]=[CH:25][C:5]([C:6]([N:8]2[C:16]3[C:11](=[CH:12][C:13]([O:17][CH3:18])=[CH:14][CH:15]=3)[C:10]([CH3:19])=[C:9]2[CH2:20][CH2:21][C:22](O)=[O:23])=[O:7])=[CH:4][CH:3]=1.[CH3:27][S:28]([NH2:31])(=[O:30])=[O:29].[N+](=C1CCCCC2C1CCCC=2)=[N-].CC(O)=O, predict the reaction product. The product is: [Cl:1][C:2]1[CH:26]=[CH:25][C:5]([C:6]([N:8]2[C:16]3[C:11](=[CH:12][C:13]([O:17][CH3:18])=[CH:14][CH:15]=3)[C:10]([CH3:19])=[C:9]2[CH2:20][CH2:21][C:22]([NH:31][S:28]([CH3:27])(=[O:30])=[O:29])=[O:23])=[O:7])=[CH:4][CH:3]=1. (3) Given the reactants [CH2:1]([C:8]1[C:13](=[O:14])[N:12]2[CH2:15][CH2:16][S:17][C:11]2=[N:10][C:9]=1[CH:18](O)[CH2:19][CH3:20])[C:2]1[CH:7]=[CH:6][CH:5]=[CH:4][CH:3]=1.[C:22]1(=[O:32])[NH:26][C:25](=[O:27])[C:24]2=[CH:28][CH:29]=[CH:30][CH:31]=[C:23]12.C1(P(C2C=CC=CC=2)C2C=CC=CC=2)C=CC=CC=1.N(C(OC(C)C)=O)=NC(OC(C)C)=O, predict the reaction product. The product is: [CH2:1]([C:8]1[C:13](=[O:14])[N:12]2[CH2:15][CH2:16][S:17][C:11]2=[N:10][C:9]=1[CH:18]([N:26]1[C:22](=[O:32])[C:23]2[C:24](=[CH:28][CH:29]=[CH:30][CH:31]=2)[C:25]1=[O:27])[CH2:19][CH3:20])[C:2]1[CH:7]=[CH:6][CH:5]=[CH:4][CH:3]=1. (4) Given the reactants CS(O[CH2:6][CH2:7][C:8]1[CH:13]=[CH:12][C:11]([NH:14][C:15]2[N:24]=[CH:23][C:22]3[CH2:21][C@@H:20]([C:25]4[CH:30]=[CH:29][C:28]([Cl:31])=[CH:27][CH:26]=4)[C:19]4[CH:32]=[CH:33][CH:34]=[CH:35][C:18]=4[C:17]=3[N:16]=2)=[CH:10][CH:9]=1)(=O)=O.[CH3:36][NH:37][CH2:38][CH2:39][CH2:40][CH3:41], predict the reaction product. The product is: [ClH:31].[CH2:38]([N:37]([CH3:36])[CH2:6][CH2:7][C:8]1[CH:13]=[CH:12][C:11]([NH:14][C:15]2[N:24]=[CH:23][C:22]3[CH2:21][C@@H:20]([C:25]4[CH:30]=[CH:29][C:28]([Cl:31])=[CH:27][CH:26]=4)[C:19]4[CH:32]=[CH:33][CH:34]=[CH:35][C:18]=4[C:17]=3[N:16]=2)=[CH:10][CH:9]=1)[CH2:39][CH2:40][CH3:41]. (5) The product is: [O:21]([C:18]1[CH:17]=[CH:16][C:15]([O:14][C:12]2[C:13]3[N:5]([CH:3]4[CH2:2][N:1]([C:33](=[O:36])[CH:34]=[CH2:35])[CH2:4]4)[CH:6]=[CH:7][C:8]=3[N:9]=[CH:10][N:11]=2)=[CH:20][CH:19]=1)[C:22]1[CH:27]=[CH:26][CH:25]=[CH:24][CH:23]=1. Given the reactants [NH:1]1[CH2:4][CH:3]([N:5]2[C:13]3[C:12]([O:14][C:15]4[CH:20]=[CH:19][C:18]([O:21][C:22]5[CH:27]=[CH:26][CH:25]=[CH:24][CH:23]=5)=[CH:17][CH:16]=4)=[N:11][CH:10]=[N:9][C:8]=3[CH:7]=[CH:6]2)[CH2:2]1.C(=O)(O)[O-].[Na+].[C:33](Cl)(=[O:36])[CH:34]=[CH2:35], predict the reaction product. (6) Given the reactants [F:1][C:2]([F:42])([F:41])[C:3]1[CH:4]=[C:5]([C@H:13]2[O:17][C:16](=[O:18])[N:15]([CH2:19][C:20]3[C:21]([NH:30][CH:31]4[CH2:36][CH2:35][N:34]([CH3:37])[CH:33](CC)[CH2:32]4)=[N:22][CH:23]=[C:24]([C:26]([F:29])([F:28])[F:27])[CH:25]=3)[C@H:14]2[CH3:40])[CH:6]=[C:7]([C:9]([F:12])([F:11])[F:10])[CH:8]=1.[C:43]([O-:46])([O-])=[O:44].[K+].[K+].Br[CH2:50][C:51](OC)=O.[CH3:55]N(C=O)C, predict the reaction product. The product is: [F:42][C:2]([F:1])([F:41])[C:3]1[CH:4]=[C:5]([C@H:13]2[O:17][C:16](=[O:18])[N:15]([CH2:19][C:20]3[C:21]([N:30]([CH2:50][CH3:51])[CH:31]4[CH2:36][CH2:35][N:34]([CH2:37][C:43]([O:46][CH3:55])=[O:44])[CH2:33][CH2:32]4)=[N:22][CH:23]=[C:24]([C:26]([F:27])([F:28])[F:29])[CH:25]=3)[C@H:14]2[CH3:40])[CH:6]=[C:7]([C:9]([F:11])([F:12])[F:10])[CH:8]=1. (7) The product is: [C:19]([CH2:18][N:9]1[CH2:8][CH2:7][N:6]([C:10]([O:12][C:13]([CH3:16])([CH3:15])[CH3:14])=[O:11])[CH2:5][C:4]1=[O:3])#[N:20]. Given the reactants [H-].[Na+].[O:3]=[C:4]1[NH:9][CH2:8][CH2:7][N:6]([C:10]([O:12][C:13]([CH3:16])([CH3:15])[CH3:14])=[O:11])[CH2:5]1.Br[CH2:18][C:19]#[N:20], predict the reaction product.